From a dataset of Full USPTO retrosynthesis dataset with 1.9M reactions from patents (1976-2016). Predict the reactants needed to synthesize the given product. Given the product [F:1][C:2]1[CH:3]=[C:4]([C:17]([F:20])([F:19])[F:18])[CH:5]=[C:6]([C:8]2[O:9][CH:10]=[C:11]([CH2:13][CH2:14][CH2:15][I:45])[N:12]=2)[CH:7]=1, predict the reactants needed to synthesize it. The reactants are: [F:1][C:2]1[CH:3]=[C:4]([C:17]([F:20])([F:19])[F:18])[CH:5]=[C:6]([C:8]2[O:9][CH:10]=[C:11]([CH2:13][CH2:14][CH2:15]O)[N:12]=2)[CH:7]=1.P(OC1C=CC=CC=1)(OC1C=CC=CC=1)(OC1C=CC=CC=1)=O.C[I:45].